Task: Predict the reaction yield, written as a fraction of the theoretical maximum amount of product (1.0 means a 100% yield; for example, 0.34 means a 34% yield).. Dataset: Reaction yield outcomes from USPTO patents with 853,638 reactions (1) The reactants are [CH:1]1([CH2:4][O:5][NH:6][C:7]([C:9]2[C:17]([NH:18][C:19]3[CH:24]=[CH:23][C:22]([C:25]#[C:26][Si](C)(C)C)=[CH:21][C:20]=3[CH3:31])=[C:16]([F:32])[C:12]3[N:13]=[CH:14][NH:15][C:11]=3[CH:10]=2)=[O:8])[CH2:3][CH2:2]1.CCCC[N+](CCCC)(CCCC)CCCC.[F-]. The catalyst is O1CCCC1.O. The product is [CH:1]1([CH2:4][O:5][NH:6][C:7]([C:9]2[C:17]([NH:18][C:19]3[CH:24]=[CH:23][C:22]([C:25]#[CH:26])=[CH:21][C:20]=3[CH3:31])=[C:16]([F:32])[C:12]3[N:13]=[CH:14][NH:15][C:11]=3[CH:10]=2)=[O:8])[CH2:3][CH2:2]1. The yield is 0.650. (2) The reactants are [CH2:1]([O:8][C:9]1[CH:14]=[CH:13][C:12]([C:15]2[N:19]([CH:20]3[CH2:24][CH2:23][CH2:22][CH2:21]3)[C:18]3[CH:25]=[CH:26][C:27]([C:29]#[N:30])=[CH:28][C:17]=3[N:16]=2)=[CH:11][CH:10]=1)[C:2]1[CH:7]=[CH:6][CH:5]=[CH:4][CH:3]=1.Cl.[NH2:32][OH:33].C(=O)([O-])O.[Na+]. The catalyst is C(O)C.O. The product is [CH2:1]([O:8][C:9]1[CH:10]=[CH:11][C:12]([C:15]2[N:19]([CH:20]3[CH2:24][CH2:23][CH2:22][CH2:21]3)[C:18]3[CH:25]=[CH:26][C:27]([C:29](=[N:32][OH:33])[NH2:30])=[CH:28][C:17]=3[N:16]=2)=[CH:13][CH:14]=1)[C:2]1[CH:7]=[CH:6][CH:5]=[CH:4][CH:3]=1. The yield is 0.710. (3) The reactants are Cl[CH2:2][C:3]1[CH:4]=[C:5]([O:12][CH3:13])[C:6]2[O:10][CH2:9][O:8][C:7]=2[CH:11]=1.[C-:14]#[N:15].[Na+].O. The catalyst is CS(C)=O. The product is [CH3:13][O:12][C:5]1[C:6]2[O:10][CH2:9][O:8][C:7]=2[CH:11]=[C:3]([CH2:2][C:14]#[N:15])[CH:4]=1. The yield is 0.450. (4) The reactants are [CH3:1][C:2]1[N:7]=[C:6]([C:8]([OH:10])=[O:9])[CH:5]=[CH:4][CH:3]=1.S(=O)(=O)(O)O.[CH3:16]O. No catalyst specified. The product is [CH3:16][O:9][C:8]([C:6]1[CH:5]=[CH:4][CH:3]=[C:2]([CH3:1])[N:7]=1)=[O:10]. The yield is 0.590. (5) The catalyst is O. The reactants are [CH2:1]([NH:3][C:4]1[C:9]([CH2:10][C:11]2[CH:16]=[C:15]([O:17][CH3:18])[C:14]([O:19][CH3:20])=[CH:13][C:12]=2[CH:21]([CH3:23])[CH3:22])=[CH:8][N:7]=[C:6](SC)[N:5]=1)[CH3:2].[CH2:26]1COCC1.O[O:32][S:33]([O-:35])=O.[K+]. The yield is 0.920. The product is [CH2:1]([NH:3][C:4]1[C:9]([CH2:10][C:11]2[CH:16]=[C:15]([O:17][CH3:18])[C:14]([O:19][CH3:20])=[CH:13][C:12]=2[CH:21]([CH3:22])[CH3:23])=[CH:8][N:7]=[C:6]([S:33]([CH3:26])(=[O:35])=[O:32])[N:5]=1)[CH3:2]. (6) The reactants are O1[CH2:5][CH2:4][CH2:3][CH2:2]1.[CH3:6][O:7][C:8]([C:10]1[NH:11][C:12]2[C:17]([CH:18]=1)=[CH:16][CH:15]=[C:14]([OH:19])[CH:13]=2)=[O:9].[OH-].[Na+].C1(CBr)CC1. The catalyst is O.CN(C)C=O. The product is [CH3:6][O:7][C:8]([C:10]1[NH:11][C:12]2[C:17]([CH:18]=1)=[CH:16][CH:15]=[C:14]([O:19][CH2:2][CH:3]1[CH2:5][CH2:4]1)[CH:13]=2)=[O:9]. The yield is 0.590. (7) The reactants are [OH:1][C:2]([CH3:8])([CH3:7])[CH2:3][C:4](=[O:6])[CH3:5].CO.[Br:11]Br. The catalyst is O. The product is [Br:11][CH2:5][C:4](=[O:6])[CH2:3][C:2]([OH:1])([CH3:8])[CH3:7]. The yield is 0.990. (8) The reactants are [CH2:1]([C:3]1[NH:4][C:5]([C:8]2[C:9](F)=[CH:10][C:11]([CH3:30])=[C:12]([C:14]([N:16]3[CH2:21][CH2:20][CH:19]([C:22]4[CH:29]=[CH:28][C:25]([C:26]#[N:27])=[CH:24][CH:23]=4)[CH2:18][CH2:17]3)=[O:15])[CH:13]=2)=[N:6][N:7]=1)[CH3:2].[CH3:32][S-:33].[Na+]. The catalyst is CN(C)C=O. The product is [CH2:1]([C:3]1[NH:4][C:5]([C:8]2[C:9]([S:33][CH3:32])=[CH:10][C:11]([CH3:30])=[C:12]([CH:13]=2)[C:14]([N:16]2[CH2:21][CH2:20][CH:19]([C:22]3[CH:29]=[CH:28][C:25]([C:26]#[N:27])=[CH:24][CH:23]=3)[CH2:18][CH2:17]2)=[O:15])=[N:6][N:7]=1)[CH3:2]. The yield is 0.190.